Dataset: NCI-60 drug combinations with 297,098 pairs across 59 cell lines. Task: Regression. Given two drug SMILES strings and cell line genomic features, predict the synergy score measuring deviation from expected non-interaction effect. (1) Drug 1: C1CCN(CC1)CCOC2=CC=C(C=C2)C(=O)C3=C(SC4=C3C=CC(=C4)O)C5=CC=C(C=C5)O. Drug 2: CNC(=O)C1=CC=CC=C1SC2=CC3=C(C=C2)C(=NN3)C=CC4=CC=CC=N4. Cell line: SK-OV-3. Synergy scores: CSS=1.55, Synergy_ZIP=0.579, Synergy_Bliss=3.15, Synergy_Loewe=1.87, Synergy_HSA=1.49. (2) Drug 1: CNC(=O)C1=CC=CC=C1SC2=CC3=C(C=C2)C(=NN3)C=CC4=CC=CC=N4. Drug 2: C1=CN(C=N1)CC(O)(P(=O)(O)O)P(=O)(O)O. Cell line: OVCAR-8. Synergy scores: CSS=1.32, Synergy_ZIP=1.59, Synergy_Bliss=4.76, Synergy_Loewe=3.60, Synergy_HSA=3.50. (3) Drug 1: CCC1(CC2CC(C3=C(CCN(C2)C1)C4=CC=CC=C4N3)(C5=C(C=C6C(=C5)C78CCN9C7C(C=CC9)(C(C(C8N6C)(C(=O)OC)O)OC(=O)C)CC)OC)C(=O)OC)O.OS(=O)(=O)O. Drug 2: CC12CCC3C(C1CCC2OP(=O)(O)O)CCC4=C3C=CC(=C4)OC(=O)N(CCCl)CCCl.[Na+]. Cell line: TK-10. Synergy scores: CSS=60.4, Synergy_ZIP=1.00, Synergy_Bliss=0.128, Synergy_Loewe=-0.853, Synergy_HSA=-1.30. (4) Drug 1: CC(CN1CC(=O)NC(=O)C1)N2CC(=O)NC(=O)C2. Drug 2: CC1CCCC2(C(O2)CC(NC(=O)CC(C(C(=O)C(C1O)C)(C)C)O)C(=CC3=CSC(=N3)C)C)C. Cell line: NCI-H226. Synergy scores: CSS=8.69, Synergy_ZIP=-4.20, Synergy_Bliss=0.0829, Synergy_Loewe=-1.34, Synergy_HSA=-0.224.